From a dataset of Full USPTO retrosynthesis dataset with 1.9M reactions from patents (1976-2016). Predict the reactants needed to synthesize the given product. Given the product [N+:1]([CH:4]([O:23][C:15]1[CH:16]=[CH:17][CH:18]=[CH:19][CH:20]=1)[C:5](=[O:6])[CH3:11])([O-:3])=[O:2], predict the reactants needed to synthesize it. The reactants are: [N+:1]([C:4]1C=CC=[CH:11][C:5]=1[O:6]CC(=O)C)([O-:3])=[O:2].[C:15]1(C)[CH:20]=[CH:19][CH:18]=[CH:17][CH:16]=1.C[OH:23].